Dataset: Full USPTO retrosynthesis dataset with 1.9M reactions from patents (1976-2016). Task: Predict the reactants needed to synthesize the given product. Given the product [Cl:23][C:2]1[N:7]=[N:6][CH:5]=[C:4]([C:8]2[CH:13]=[CH:12][C:11]([CH:14]([CH3:20])[C:15]([O:17][CH2:18][CH3:19])=[O:16])=[CH:10][CH:9]=2)[CH:3]=1, predict the reactants needed to synthesize it. The reactants are: O=[C:2]1[NH:7][N:6]=[CH:5][C:4]([C:8]2[CH:13]=[CH:12][C:11]([CH:14]([CH3:20])[C:15]([O:17][CH2:18][CH3:19])=[O:16])=[CH:10][CH:9]=2)=[CH:3]1.P(Cl)(Cl)([Cl:23])=O.